From a dataset of Full USPTO retrosynthesis dataset with 1.9M reactions from patents (1976-2016). Predict the reactants needed to synthesize the given product. (1) The reactants are: [NH2:1][C:2]1[C:11]2[CH:10]=[CH:9][C:8]([F:12])=[C:7](Br)[C:6]=2[N:5]=[C:4]2[CH2:14][N:15]([CH2:18][CH3:19])[C:16](=[O:17])[C:3]=12.[CH3:20][C:21]1[CH:26]=[CH:25][N:24]=[CH:23][C:22]=1B(O)O. Given the product [NH2:1][C:2]1[C:11]2[CH:10]=[CH:9][C:8]([F:12])=[C:7]([C:22]3[CH:23]=[N:24][CH:25]=[CH:26][C:21]=3[CH3:20])[C:6]=2[N:5]=[C:4]2[CH2:14][N:15]([CH2:18][CH3:19])[C:16](=[O:17])[C:3]=12, predict the reactants needed to synthesize it. (2) Given the product [CH3:15][CH:14]([NH:1][C:2]1[CH:6]=[CH:5][S:4][C:3]=1[C:7]([O:9][CH3:10])=[O:8])[CH2:13][O:12][CH3:11], predict the reactants needed to synthesize it. The reactants are: [NH2:1][C:2]1[CH:6]=[CH:5][S:4][C:3]=1[C:7]([O:9][CH3:10])=[O:8].[CH3:11][O:12][CH2:13][C:14](=O)[CH3:15].C(O[BH-](OC(=O)C)OC(=O)C)(=O)C.[Na+]. (3) Given the product [F:30][C:29]1[CH:28]=[CH:27][CH:26]=[C:25]([F:31])[C:24]=1[N:19]1[C:4]2[N:5]=[C:6]([N:8]3[CH2:9][CH2:10][CH:11]([N:14]4[CH2:15][CH2:16][CH2:17][CH2:18]4)[CH2:12][CH2:13]3)[N:7]=[C:2]([C:50]3[CH:49]=[C:48]([CH:53]=[CH:52][C:51]=3[CH3:54])[C:47]([NH:46][C:43]3[CH:44]=[CH:45][C:40]([F:39])=[CH:41][CH:42]=3)=[O:64])[C:3]=2[CH2:22][NH:21][C:20]1=[O:23], predict the reactants needed to synthesize it. The reactants are: Cl[C:2]1[N:7]=[C:6]([N:8]2[CH2:13][CH2:12][CH:11]([N:14]3[CH2:18][CH2:17][CH2:16][CH2:15]3)[CH2:10][CH2:9]2)[N:5]=[C:4]2[N:19]([C:24]3[C:29]([F:30])=[CH:28][CH:27]=[CH:26][C:25]=3[F:31])[C:20](=[O:23])[NH:21][CH2:22][C:3]=12.O.C(=O)([O-])[O-].[K+].[K+].[F:39][C:40]1[CH:45]=[CH:44][C:43]([NH:46][C:47](=[O:64])[C:48]2[CH:53]=[CH:52][C:51]([CH3:54])=[C:50](B3OC(C)(C)C(C)(C)O3)[CH:49]=2)=[CH:42][CH:41]=1. (4) Given the product [N:18]1([C:24]2[N:29]=[CH:28][C:27]([NH:30][C:15]([C:5]3[N:6]=[C:7]([C:9]4[CH:10]=[CH:11][CH:12]=[CH:13][CH:14]=4)[O:8][C:4]=3[CH:1]([CH3:2])[CH3:3])=[O:17])=[CH:26][CH:25]=2)[CH2:23][CH2:22][O:21][CH2:20][CH2:19]1, predict the reactants needed to synthesize it. The reactants are: [CH:1]([C:4]1[O:8][C:7]([C:9]2[CH:14]=[CH:13][CH:12]=[CH:11][CH:10]=2)=[N:6][C:5]=1[C:15]([OH:17])=O)([CH3:3])[CH3:2].[N:18]1([C:24]2[N:29]=[CH:28][C:27]([NH2:30])=[CH:26][CH:25]=2)[CH2:23][CH2:22][O:21][CH2:20][CH2:19]1. (5) Given the product [Cl:1][C:2]1[CH:3]=[C:4]([N:10]2[CH2:21][CH2:20][C:13]3[N:14]=[CH:15][N:16]=[C:17]([OH:18])[C:12]=3[CH2:11]2)[CH:5]=[N:6][C:7]=1[O:8][CH3:9], predict the reactants needed to synthesize it. The reactants are: [Cl:1][C:2]1[CH:3]=[C:4]([N:10]2[CH2:21][CH2:20][C:13]3[N:14]=[CH:15][N:16]=[C:17]([O:18]C)[C:12]=3[CH2:11]2)[CH:5]=[N:6][C:7]=1[O:8][CH3:9].[OH-].[Na+]. (6) The reactants are: [Si]([O:18][C:19]1[CH:63]=[CH:62][C:22]([O:23][CH2:24][C@@H:25]([OH:61])[CH2:26][NH:27][CH2:28][CH2:29][C:30]2[CH:60]=[CH:59][C:33]([NH:34][CH:35]3[CH2:40][CH2:39][N:38]([C:41]([C:43]4[CH:48]=[CH:47][C:46]([NH:49][C:50]([NH:52][CH2:53][CH2:54][CH2:55][CH2:56][CH2:57][CH3:58])=[O:51])=[CH:45][CH:44]=4)=[O:42])[CH2:37][CH2:36]3)=[CH:32][CH:31]=2)=[CH:21][CH:20]=1)(C(C)(C)C)(C1C=CC=CC=1)C1C=CC=CC=1. Given the product [CH2:53]([NH:52][C:50]([NH:49][C:46]1[CH:45]=[CH:44][C:43]([C:41]([N:38]2[CH2:37][CH2:36][CH:35]([NH:34][C:33]3[CH:59]=[CH:60][C:30]([CH2:29][CH2:28][NH:27][CH2:26][C@H:25]([OH:61])[CH2:24][O:23][C:22]4[CH:21]=[CH:20][C:19]([OH:18])=[CH:63][CH:62]=4)=[CH:31][CH:32]=3)[CH2:40][CH2:39]2)=[O:42])=[CH:48][CH:47]=1)=[O:51])[CH2:54][CH2:55][CH2:56][CH2:57][CH3:58], predict the reactants needed to synthesize it. (7) Given the product [C:2]([C:7]1[O:11][C:10]([CH2:12][N:13]2[CH:17]=[C:16]([NH:18][C:31]([C:27]3[N:28]=[CH:29][O:30][C:26]=3[C:23]3[CH:24]=[CH:25][C:20]([Cl:19])=[CH:21][CH:22]=3)=[O:32])[CH:15]=[N:14]2)=[CH:9][CH:8]=1)(=[O:6])[CH3:1], predict the reactants needed to synthesize it. The reactants are: [CH3:1][C:2]1([C:7]2[O:11][C:10]([CH2:12][N:13]3[CH:17]=[C:16]([NH2:18])[CH:15]=[N:14]3)=[CH:9][CH:8]=2)[O:6]CCO1.[Cl:19][C:20]1[CH:25]=[CH:24][C:23]([C:26]2[O:30][CH:29]=[N:28][C:27]=2[C:31](O)=[O:32])=[CH:22][CH:21]=1. (8) Given the product [C:1]1([CH3:11])[CH:6]=[CH:5][C:4]([S:7]([O:16][CH2:15][CH2:14][N:13]([CH3:12])[S:7]([C:4]2[CH:5]=[CH:6][C:22]([CH3:23])=[CH:2][CH:3]=2)(=[O:9])=[O:8])(=[O:9])=[O:8])=[CH:3][CH:2]=1, predict the reactants needed to synthesize it. The reactants are: [C:1]1([CH3:11])[CH:6]=[CH:5][C:4]([S:7](Cl)(=[O:9])=[O:8])=[CH:3][CH:2]=1.[CH3:12][NH:13][CH2:14][CH2:15][OH:16].C(N([CH2:22][CH3:23])CC)C.